This data is from Peptide-MHC class II binding affinity with 134,281 pairs from IEDB. The task is: Regression. Given a peptide amino acid sequence and an MHC pseudo amino acid sequence, predict their binding affinity value. This is MHC class II binding data. (1) The peptide sequence is AEEVKVIPAGELQVI. The MHC is HLA-DPA10201-DPB11401 with pseudo-sequence HLA-DPA10201-DPB11401. The binding affinity (normalized) is 0.665. (2) The peptide sequence is GEVEIQFRRVKCKYP. The MHC is DRB1_0301 with pseudo-sequence DRB1_0301. The binding affinity (normalized) is 0.227. (3) The peptide sequence is YRWMCLRRFIIFLFI. The MHC is DRB1_1501 with pseudo-sequence DRB1_1501. The binding affinity (normalized) is 0.149. (4) The peptide sequence is PQQPFPQQPQQPYPQ. The MHC is HLA-DPA10201-DPB10501 with pseudo-sequence HLA-DPA10201-DPB10501. The binding affinity (normalized) is 0. (5) The peptide sequence is SVAGRVDGLELKKLG. The MHC is HLA-DQA10501-DQB10402 with pseudo-sequence HLA-DQA10501-DQB10402. The binding affinity (normalized) is 0.390. (6) The peptide sequence is KSIIKARVVWKAIIE. The MHC is DRB3_0101 with pseudo-sequence DRB3_0101. The binding affinity (normalized) is 0.276.